From a dataset of HIV replication inhibition screening data with 41,000+ compounds from the AIDS Antiviral Screen. Binary Classification. Given a drug SMILES string, predict its activity (active/inactive) in a high-throughput screening assay against a specified biological target. (1) The molecule is COC(=O)C(=O)C(C(=O)C(=O)Nc1ccc(F)cc1)c1nc2ccc([N+](=O)[O-])cc2nc1O. The result is 0 (inactive). (2) The drug is CCOC(=O)C=Cc1ccc(F)cc1. The result is 0 (inactive). (3) The molecule is COC1CC(C)([N+](=O)[O-])C(O)C(C)O1. The result is 0 (inactive). (4) The drug is C=CC12CCCCC1CC(=C(O)OC)C(=O)C2. The result is 0 (inactive). (5) The molecule is CC(=O)C(CN(C)C)C(c1ccccc1)c1c(O)c2ccccc2oc1=O.Cl. The result is 0 (inactive).